From a dataset of Reaction yield outcomes from USPTO patents with 853,638 reactions. Predict the reaction yield, written as a fraction of the theoretical maximum amount of product (1.0 means a 100% yield; for example, 0.34 means a 34% yield). (1) The reactants are [CH3:1][N:2]([CH3:9])[CH2:3][CH2:4][CH2:5][C:6](O)=[O:7].C(N(CC)C(C)C)(C)C.CN(C(ON1N=NC2C=CC=NC1=2)=[N+](C)C)C.F[P-](F)(F)(F)(F)F.[NH2:43][C@@H:44]1[CH2:49][CH2:48][C@H:47]([N:50]2[C:55](=[O:56])[C:54]3[CH:57]=[C:58]([F:61])[CH:59]=[N:60][C:53]=3[N:52]([C:62]3[CH:63]=[C:64]([C:68]4[CH:73]=[CH:72][CH:71]=[CH:70][CH:69]=4)[CH:65]=[CH:66][CH:67]=3)[C:51]2=[O:74])[CH2:46][CH2:45]1. The catalyst is CN(C=O)C. The product is [C:64]1([C:68]2[CH:73]=[CH:72][CH:71]=[CH:70][CH:69]=2)[CH:65]=[CH:66][CH:67]=[C:62]([N:52]2[C:53]3[N:60]=[CH:59][C:58]([F:61])=[CH:57][C:54]=3[C:55](=[O:56])[N:50]([C@@H:47]3[CH2:48][CH2:49][C@H:44]([NH:43][C:6](=[O:7])[CH2:5][CH2:4][CH2:3][N:2]([CH3:9])[CH3:1])[CH2:45][CH2:46]3)[C:51]2=[O:74])[CH:63]=1. The yield is 0.470. (2) No catalyst specified. The product is [C:15]([C:3]1[CH:4]=[C:5]([CH:10]=[CH:11][C:2]=1[OH:1])[C:6]([O:8][CH3:9])=[O:7])#[N:16]. The reactants are [OH:1][C:2]1[CH:11]=[CH:10][C:5]([C:6]([O:8][CH3:9])=[O:7])=[CH:4][C:3]=1I.[H-].[Na+].[CH3:15][N:16](C=O)C. The yield is 1.00. (3) The reactants are [Cl:1][C:2]1[CH:3]=[N+:4]([O-:39])[CH:5]=[C:6]([Cl:38])[C:7]=1[CH2:8][C@H:9]([O:20][C:21]([C:23]1[S:24][C:25]([CH2:28][CH2:29][O:30][Si](C(C)(C)C)(C)C)=[CH:26][CH:27]=1)=[O:22])[C:10]1[CH:15]=[CH:14][C:13]([O:16][CH3:17])=[C:12]([O:18][CH3:19])[CH:11]=1. The catalyst is N1C=CC=CC=1. The product is [Cl:38][C:6]1[CH:5]=[N+:4]([O-:39])[CH:3]=[C:2]([Cl:1])[C:7]=1[CH2:8][C@H:9]([O:20][C:21]([C:23]1[S:24][C:25]([CH2:28][CH2:29][OH:30])=[CH:26][CH:27]=1)=[O:22])[C:10]1[CH:15]=[CH:14][C:13]([O:16][CH3:17])=[C:12]([O:18][CH3:19])[CH:11]=1. The yield is 1.00. (4) The reactants are [NH:1]([C:41]([O:43][C:44]([CH3:47])([CH3:46])[CH3:45])=[O:42])[C@H:2]([C:18]([NH:20][C@H:21]([C:37]([O:39][CH3:40])=[O:38])[CH2:22][CH2:23][CH2:24][CH2:25][NH:26]C(OCC1C=CC=CC=1)=O)=[O:19])[CH2:3][CH2:4][CH2:5][CH2:6][NH:7]C(OCC1C=CC=CC=1)=O.FC(F)(F)C(O)=O. The catalyst is CO. The product is [NH:1]([C:41]([O:43][C:44]([CH3:47])([CH3:46])[CH3:45])=[O:42])[C@H:2]([C:18]([NH:20][C@H:21]([C:37]([O:39][CH3:40])=[O:38])[CH2:22][CH2:23][CH2:24][CH2:25][NH2:26])=[O:19])[CH2:3][CH2:4][CH2:5][CH2:6][NH2:7]. The yield is 0.920. (5) The reactants are [C:1]([N:8]1[CH2:13][CH2:12][CH:11]([CH2:14][NH:15][C:16]2[C:21](Cl)=[C:20](Cl)[N:19]=[C:18](Cl)[C:17]=2Cl)[CH2:10][CH2:9]1)([O:3][C:4]([CH3:7])([CH3:6])[CH3:5])=[O:2].C[O-].[Na+]. The catalyst is CO.C1COCC1.[Pd]. The product is [C:1]([N:8]1[CH2:9][CH2:10][CH:11]([CH2:14][NH:15][C:16]2[CH:21]=[CH:20][N:19]=[CH:18][CH:17]=2)[CH2:12][CH2:13]1)([O:3][C:4]([CH3:6])([CH3:7])[CH3:5])=[O:2]. The yield is 0.590.